From a dataset of Experimentally validated miRNA-target interactions with 360,000+ pairs, plus equal number of negative samples. Binary Classification. Given a miRNA mature sequence and a target amino acid sequence, predict their likelihood of interaction. (1) The miRNA is mmu-miR-9-5p with sequence UCUUUGGUUAUCUAGCUGUAUGA. The protein sequence of the target gene is MPSEPSAPLPQPLPPDGGWGWVVVCASFISIGFSYAFPKAVTVFFKDIQEIFNTTSSQIAWISSIMLAVMYAGGPISSVLVNNYGSRPVVIVGGLLCCIGMILASYSNSVIELYLTVGFIGGLGLAFNLQPALTIIGKYFYRRRPLANGCAMAGSPVFLSTLAPFNQYLFNNYGWKGSFLILGGIFLHSCVAGCLMRPVGPSPNTKKSKSKVGSRHDSTLKKASKVSTAQKVNRFLDFSLFMHRGFLIYLSGNVILFLGIFAPIIFLAQYAKHIGVDDYNSAFLLSVMAFIDMFARPSVG.... Result: 1 (interaction). (2) The miRNA is hsa-miR-6778-3p with sequence UGCCUCCCUGACAUUCCACAG. The protein sequence of the target gene is MIAHKQKKTKKKRAWASGQLSTDITTSEMGLKSLSSNSIFDPDYIKELVNDIRKFSHMLLYLKEAIFSDCFKEVIHIRLEELLRVLKSIMNKHQNLNSVDLQNAAEMLTAKVKAVNFTEVNEENKNDLFQEVFSSIETLAFTFGNILTNFLMGDVGNDSLLRLPVSRETKSFENVSVESVDSSSEKGNFSPLELDNVLLKNTDSIELALSYAKTWSKYTKNIVSWVEKKLNLELESTRNMVKLAEATRTNIGIQEFMPLQSLFTNALLNDIESSHLLQQTIAALQANKFVQPLLGRKNEM.... Result: 1 (interaction).